This data is from Forward reaction prediction with 1.9M reactions from USPTO patents (1976-2016). The task is: Predict the product of the given reaction. (1) The product is: [C:16]([O:19][C:20]1(/[CH:33]=[CH:34]/[CH2:35][C:11]([F:14])([F:13])[F:12])[CH2:25][CH2:24][N:23]([C:26]([O:28][C:29]([CH3:30])([CH3:32])[CH3:31])=[O:27])[CH2:22][CH2:21]1)(=[O:18])[CH3:17]. Given the reactants CC1(C)OI([C:11]([F:14])([F:13])[F:12])C2C1=CC=CC=2.[C:16]([O:19][C:20]1([CH2:33][CH:34]=[CH2:35])[CH2:25][CH2:24][N:23]([C:26]([O:28][C:29]([CH3:32])([CH3:31])[CH3:30])=[O:27])[CH2:22][CH2:21]1)(=[O:18])[CH3:17], predict the reaction product. (2) Given the reactants P(Br)(Br)Br.Br[CH2:6][C:7]1[N:11]([CH3:12])[N:10]=[CH:9][CH:8]=1.[CH3:13][C:14]1[N:19]=[C:18]([SH:20])[N:17]=[C:16]([OH:21])[CH:15]=1, predict the reaction product. The product is: [CH3:13][C:14]1[N:19]=[C:18]([S:20][CH2:6][C:7]2[N:11]([CH3:12])[N:10]=[CH:9][CH:8]=2)[N:17]=[C:16]([OH:21])[CH:15]=1. (3) Given the reactants [CH3:1][N:2]([C:13]1[CH:18]=[CH:17][CH:16]=[CH:15][N:14]=1)[CH2:3][CH2:4][NH:5]C(=O)OC(C)(C)C.[C:19]([OH:25])([C:21]([F:24])([F:23])[F:22])=[O:20], predict the reaction product. The product is: [F:22][C:21]([F:24])([F:23])[C:19]([OH:25])=[O:20].[CH3:1][N:2]([C:13]1[CH:18]=[CH:17][CH:16]=[CH:15][N:14]=1)[CH2:3][CH2:4][NH2:5]. (4) Given the reactants [CH2:1]=[CH:2][CH2:3][CH2:4][CH2:5][CH2:6][CH2:7][CH2:8][CH2:9][CH2:10][CH2:11]C.[CH:13]([OH:15])=O.[OH:16]O, predict the reaction product. The product is: [CH2:13]([OH:15])[CH:11]([OH:16])[CH2:10][CH2:9][CH2:8][CH2:7][CH2:6][CH2:5][CH2:4][CH2:3][CH2:2][CH3:1].